This data is from Full USPTO retrosynthesis dataset with 1.9M reactions from patents (1976-2016). The task is: Predict the reactants needed to synthesize the given product. (1) Given the product [CH3:13][O:14][C:15](=[O:26])[CH:16]([C:17]1[CH:22]=[CH:21][C:20]([S:23][CH3:24])=[C:19]([Cl:25])[CH:18]=1)[CH2:11][C@H:10]1[CH2:9][CH2:8][CH2:28][O:27]1, predict the reactants needed to synthesize it. The reactants are: C(NC(C)C)(C)C.[CH2:8]([Li])[CH2:9][CH2:10][CH3:11].[CH3:13][O:14][C:15](=[O:26])[CH2:16][C:17]1[CH:22]=[CH:21][C:20]([S:23][CH3:24])=[C:19]([Cl:25])[CH:18]=1.[O:27]1CCC[CH2:28]1. (2) The reactants are: [Cl:1][C:2]1[N:10]=[C:9]2[C:5]([N:6]=[C:7]([C:12]3([OH:18])[CH2:17]COCC3)[N:8]2[CH3:11])=[C:4]([N:19]2[CH2:24][CH2:23][O:22][CH2:21][C@@H:20]2[CH3:25])[N:3]=1.[O:26]1CC(=O)[CH2:27]1. Given the product [Cl:1][C:2]1[N:10]=[C:9]2[C:5]([N:6]=[C:7]([C:12]3([OH:18])[CH2:17][O:26][CH2:27]3)[N:8]2[CH3:11])=[C:4]([N:19]2[CH2:24][CH2:23][O:22][CH2:21][C@@H:20]2[CH3:25])[N:3]=1, predict the reactants needed to synthesize it. (3) Given the product [Br:1][C:2]1[C:7]([CH3:8])=[N:6][C:5]([O:9][CH3:12])=[C:4]([CH2:10][CH3:11])[CH:3]=1, predict the reactants needed to synthesize it. The reactants are: [Br:1][C:2]1[CH:3]=[C:4]([CH2:10][CH3:11])[C:5](=[O:9])[NH:6][C:7]=1[CH3:8].[CH3:12]I. (4) Given the product [CH3:1][O:2][C:3](=[O:30])[CH2:4][C:5]1[CH:10]=[CH:9][CH:8]=[C:7]([O:11][CH2:12][CH2:13][CH2:14][N:15]([CH2:16][CH:17]([C:24]2[CH:29]=[CH:28][CH:27]=[CH:26][CH:25]=2)[C:18]2[CH:19]=[CH:20][CH:21]=[CH:22][CH:23]=2)[CH2:36][C:35]2[CH:38]=[C:39]([O:41][CH3:42])[CH:40]=[C:33]([O:32][CH3:31])[CH:34]=2)[CH:6]=1, predict the reactants needed to synthesize it. The reactants are: [CH3:1][O:2][C:3](=[O:30])[CH2:4][C:5]1[CH:10]=[CH:9][CH:8]=[C:7]([O:11][CH2:12][CH2:13][CH2:14][NH:15][CH2:16][CH:17]([C:24]2[CH:29]=[CH:28][CH:27]=[CH:26][CH:25]=2)[C:18]2[CH:23]=[CH:22][CH:21]=[CH:20][CH:19]=2)[CH:6]=1.[CH3:31][O:32][C:33]1[CH:34]=[C:35]([CH:38]=[C:39]([O:41][CH3:42])[CH:40]=1)[CH2:36]Br.C(=O)([O-])[O-].[K+].[K+]. (5) Given the product [NH2:1][C@@H:2]([CH2:20][C:21]1[CH:26]=[C:25]([F:27])[CH:24]=[C:23]([S:32][CH:30]([CH3:31])[CH3:29])[CH:22]=1)[C@@H:3]([C@H:5]1[CH2:10][O:9][C@@H:8]([O:11][CH2:12][C:13]([CH2:17][F:18])([CH2:15][F:16])[CH3:14])[C@H:7]([CH3:19])[NH:6]1)[OH:4], predict the reactants needed to synthesize it. The reactants are: [NH2:1][C@@H:2]([CH2:20][C:21]1[CH:26]=[C:25]([F:27])[CH:24]=[C:23](F)[CH:22]=1)[C@@H:3]([C@H:5]1[CH2:10][O:9][C@@H:8]([O:11][CH2:12][C:13]([CH2:17][F:18])([CH2:15][F:16])[CH3:14])[C@H:7]([CH3:19])[NH:6]1)[OH:4].[CH3:29][CH:30]([S-:32])[CH3:31].[Na+].[Cl-].[NH4+]. (6) Given the product [CH2:19]([O:18][C:16]([N:9]([CH2:8][C:6]1[CH:5]=[CH:4][C:3]2[N:26]([CH:27]3[CH2:32][CH2:31][CH2:30][N:29]([C:33]([O:35][C:36]([CH3:38])([CH3:37])[CH3:39])=[O:34])[CH2:28]3)[C:41](=[NH:40])[NH:1][C:2]=2[CH:7]=1)[C@H:10]([C:12]([CH3:13])([CH3:14])[CH3:15])[CH3:11])=[O:17])[C:20]1[CH:21]=[CH:22][CH:23]=[CH:24][CH:25]=1, predict the reactants needed to synthesize it. The reactants are: [NH2:1][C:2]1[CH:7]=[C:6]([CH2:8][N:9]([C:16]([O:18][CH2:19][C:20]2[CH:25]=[CH:24][CH:23]=[CH:22][CH:21]=2)=[O:17])[C@H:10]([C:12]([CH3:15])([CH3:14])[CH3:13])[CH3:11])[CH:5]=[CH:4][C:3]=1[NH:26][CH:27]1[CH2:32][CH2:31][CH2:30][N:29]([C:33]([O:35][C:36]([CH3:39])([CH3:38])[CH3:37])=[O:34])[CH2:28]1.[N:40]#[C:41]Br. (7) Given the product [ClH:53].[ClH:53].[CH3:11][N:12]1[CH2:17][CH:16]2[CH2:18][CH:13]1[CH2:14][N:15]2[CH:19]1[CH2:24][CH2:23][NH:22][CH2:21][CH2:20]1, predict the reactants needed to synthesize it. The reactants are: Br.Br.CN1CC2CC1CN2.[CH3:11][N:12]1[CH2:17][CH:16]2[CH2:18][CH:13]1[CH2:14][N:15]2[CH:19]1[CH2:24][CH2:23][N:22](C(OC(C)(C)C)=O)[CH2:21][CH2:20]1.O=C1CCN(C(OC(C)(C)C)=O)CC1.C(N(CC)CC)C.[Cl:53]CCl.C(O[BH-](OC(=O)C)OC(=O)C)(=O)C.[Na+].C(=O)([O-])O.[Na+]. (8) Given the product [C:15]([O:19][C:20](=[O:27])[NH:21][CH2:22][CH2:23][CH2:24][CH2:25][NH:26][CH2:13][C:8]1[C:7]([C:1]2[CH:2]=[CH:3][CH:4]=[CH:5][CH:6]=2)=[CH:12][CH:11]=[CH:10][N:9]=1)([CH3:18])([CH3:16])[CH3:17], predict the reactants needed to synthesize it. The reactants are: [C:1]1([C:7]2[C:8]([CH:13]=O)=[N:9][CH:10]=[CH:11][CH:12]=2)[CH:6]=[CH:5][CH:4]=[CH:3][CH:2]=1.[C:15]([O:19][C:20](=[O:27])[NH:21][CH2:22][CH2:23][CH2:24][CH2:25][NH2:26])([CH3:18])([CH3:17])[CH3:16].[BH4-].[Na+]. (9) Given the product [Br-:1].[OH:34][C:8]([C:28]1[CH:33]=[CH:32][CH:31]=[CH:30][CH:29]=1)([C:2]1[CH:7]=[CH:6][CH:5]=[CH:4][CH:3]=1)[C:9]([O:11][CH2:12][C@@H:17]1[CH2:16][CH2:15][CH2:14][N+:13]([CH2:19][C:20](=[O:27])[NH:21][C:22]2[CH:26]=[CH:25][O:24][N:23]=2)([CH3:35])[CH2:18]1)=[O:10], predict the reactants needed to synthesize it. The reactants are: [Br-:1].[CH:2]1([C:8]([OH:34])([C:28]2[CH:33]=[CH:32][CH:31]=[CH:30][CH:29]=2)[C:9]([O:11][CH:12]2[CH2:17][CH2:16][CH2:15][CH2:14][N+:13]2([CH2:19][C:20](=[O:27])[NH:21][C:22]2[CH:26]=[CH:25][O:24][N:23]=2)[CH3:18])=[O:10])[CH2:7][CH2:6][CH2:5][CH2:4][CH2:3]1.[C:35](O)(=O)C(C1C=CC=CC=1)(C1C=CC=CC=1)O.